Dataset: Catalyst prediction with 721,799 reactions and 888 catalyst types from USPTO. Task: Predict which catalyst facilitates the given reaction. (1) Reactant: Cl[CH2:2][CH2:3][C:4]([C:6]1[S:10][C:9]2[CH2:11][C:12]([CH3:15])([CH3:14])[CH2:13][C:8]=2[CH:7]=1)=[O:5].S(=O)(=O)(O)O.P([O-])([O-])(O)=O.[K+].[K+].C(OCC)(=O)C. Product: [CH3:14][C:12]1([CH3:15])[CH2:13][C:8]2[C:7]3[CH2:2][CH2:3][C:4](=[O:5])[C:6]=3[S:10][C:9]=2[CH2:11]1. The catalyst class is: 6. (2) Reactant: [CH2:1]=[O:2].[N:3]1[C:10]([NH2:11])=[N:9][C:7]([NH2:8])=[N:6][C:4]=1[NH2:5]. Product: [CH2:1]=[O:2].[NH2:3][C:4]([NH2:6])=[O:2].[CH2:1]=[O:2].[N:3]1[C:10]([NH2:11])=[N:9][C:7]([NH2:8])=[N:6][C:4]=1[NH2:5]. The catalyst class is: 6. (3) Reactant: [F:1][C:2]1[CH:3]=[C:4]([CH2:12][C:13]([O:15]C(C)(C)C)=[O:14])[CH:5]=[C:6]([F:11])[C:7]=1[N+:8]([O-:10])=[O:9].C(O)(C(F)(F)F)=O. Product: [F:1][C:2]1[CH:3]=[C:4]([CH2:12][C:13]([OH:15])=[O:14])[CH:5]=[C:6]([F:11])[C:7]=1[N+:8]([O-:10])=[O:9]. The catalyst class is: 2.